Dataset: Forward reaction prediction with 1.9M reactions from USPTO patents (1976-2016). Task: Predict the product of the given reaction. (1) Given the reactants Cl[C:2]1[C:9]([CH:10]2[CH2:12][CH2:11]2)=[CH:8][C:5]([C:6]#[N:7])=[C:4]([O:13][CH2:14][CH2:15][O:16][CH:17]([CH3:19])[CH3:18])[N:3]=1.[B:20]1([OH:30])[C:24]2[CH:25]=[CH:26][C:27]([OH:29])=[CH:28][C:23]=2[CH2:22][O:21]1.C([O-])([O-])=O.[Cs+].[Cs+].O, predict the reaction product. The product is: [CH:10]1([C:9]2[C:2]([O:29][C:27]3[CH:26]=[CH:25][C:24]4[B:20]([OH:30])[O:21][CH2:22][C:23]=4[CH:28]=3)=[N:3][C:4]([O:13][CH2:14][CH2:15][O:16][CH:17]([CH3:19])[CH3:18])=[C:5]([CH:8]=2)[C:6]#[N:7])[CH2:12][CH2:11]1. (2) Given the reactants C([C:4]1[N:5]=[C:6]2[C:12]([CH2:13][CH3:14])=[C:11]([C:15]3[CH:20]=[CH:19][C:18]([C:21]4([CH3:26])[O:25][CH2:24][CH2:23][O:22]4)=[CH:17][CH:16]=3)[N:10]([CH2:27][O:28][CH2:29][CH2:30][Si:31]([CH3:34])([CH3:33])[CH3:32])[C:7]2=[N:8][CH:9]=1)C=C.C[N+]1([O-])CC[O:39]CC1.[CH3:43][C:44]([CH3:46])=[O:45], predict the reaction product. The product is: [CH2:13]([C:12]1[C:6]2[C:7](=[N:8][CH:9]=[C:4]([CH2:43][CH:44]([OH:45])[CH2:46][OH:39])[N:5]=2)[N:10]([CH2:27][O:28][CH2:29][CH2:30][Si:31]([CH3:34])([CH3:33])[CH3:32])[C:11]=1[C:15]1[CH:20]=[CH:19][C:18]([C:21]2([CH3:26])[O:25][CH2:24][CH2:23][O:22]2)=[CH:17][CH:16]=1)[CH3:14]. (3) Given the reactants Cl[C:2]1[CH:3]=[C:4]([CH:9]=[C:10]([CH3:12])[N:11]=1)[C:5]([O:7][CH3:8])=[O:6].[C:13]([NH2:16])(=[O:15])[CH3:14].P([O-])([O-])([O-])=O.[K+].[K+].[K+], predict the reaction product. The product is: [C:13]([NH:16][C:2]1[CH:3]=[C:4]([CH:9]=[C:10]([CH3:12])[N:11]=1)[C:5]([O:7][CH3:8])=[O:6])(=[O:15])[CH3:14]. (4) Given the reactants [CH:1]12[N:7]([C:8]([O:10][C:11]([CH3:14])([CH3:13])[CH3:12])=[O:9])[CH:4]([CH2:5][CH2:6]1)[CH2:3][CH2:2]2.CN(CCN(C)C)C.[Li]C(CC)C.C1CCCCC1.CON(C)[C:37](=[O:44])[C:38]1[CH:43]=[CH:42][N:41]=[CH:40][CH:39]=1, predict the reaction product. The product is: [C:37]([C:1]12[N:7]([C:8]([O:10][C:11]([CH3:14])([CH3:13])[CH3:12])=[O:9])[CH:4]([CH2:3][CH2:2]1)[CH2:5][CH2:6]2)(=[O:44])[C:38]1[CH:43]=[CH:42][N:41]=[CH:40][CH:39]=1. (5) Given the reactants Cl.[NH2:2][C:3]1[C:8]2[C:9]([C:25]3[CH:26]=[N:27][C:28]4[C:33]([CH:34]=3)=[CH:32][CH:31]=[CH:30][CH:29]=4)=[C:10]3[N:15]([C:7]=2[N:6]=[CH:5][N:4]=1)[CH2:14][C@@H:13]([NH:16][C:17](=[O:23])OC(C)(C)C)[CH:12]=[C:11]3[CH3:24].N[C:36]1[C:41]2C(C3C=NC4C(C=3)=CC=CC=4)=C3N(C=2N=CN=1)C[C@@H](NC(=O)OC(C)(C)C)CC3=C, predict the reaction product. The product is: [NH2:2][C:3]1[C:8]2[C:9]([C:25]3[CH:26]=[N:27][C:28]4[C:33]([CH:34]=3)=[CH:32][CH:31]=[CH:30][CH:29]=4)=[C:10]3[N:15]([C:7]=2[N:6]=[CH:5][N:4]=1)[CH2:14][C@@H:13]([NH:16][C:17](=[O:23])[CH:36]=[CH2:41])[CH:12]=[C:11]3[CH3:24]. (6) Given the reactants [NH2:1][CH2:2][C@H:3]1[C@H:9]([C:10]2[CH:15]=[CH:14][C:13]([Cl:16])=[C:12]([F:17])[CH:11]=2)[O:8][CH2:7][CH2:6][N:5](C(OC(C)(C)C)=O)[CH2:4]1.[N:25]1[CH:30]=[CH:29][CH:28]=[CH:27][C:26]=1[CH2:31][CH2:32][C:33](O)=[O:34], predict the reaction product. The product is: [ClH:16].[Cl:16][C:13]1[CH:14]=[CH:15][C:10]([C@@H:9]2[O:8][CH2:7][CH2:6][NH:5][CH2:4][C@H:3]2[CH2:2][NH:1][C:33](=[O:34])[CH2:32][CH2:31][C:26]2[CH:27]=[CH:28][CH:29]=[CH:30][N:25]=2)=[CH:11][C:12]=1[F:17].